From a dataset of Reaction yield outcomes from USPTO patents with 853,638 reactions. Predict the reaction yield, written as a fraction of the theoretical maximum amount of product (1.0 means a 100% yield; for example, 0.34 means a 34% yield). The reactants are [CH3:1][O:2][C:3](=[O:32])[C:4]1[CH:9]=[CH:8][C:7]([CH2:10][N:11]2[CH:15]=[C:14]([C:16]3[CH:21]=[CH:20][C:19]([Cl:22])=[CH:18][C:17]=3[Cl:23])[N:13]=[C:12]2[CH2:24][C:25]2[CH:30]=[CH:29][C:28](Br)=[CH:27][CH:26]=2)=[CH:6][CH:5]=1.[F:33][C:34]([F:45])([F:44])[C:35]1[CH:40]=[CH:39][C:38](B(O)O)=[CH:37][CH:36]=1. No catalyst specified. The product is [CH3:1][O:2][C:3](=[O:32])[C:4]1[CH:9]=[CH:8][C:7]([CH2:10][N:11]2[CH:15]=[C:14]([C:16]3[CH:21]=[CH:20][C:19]([Cl:22])=[CH:18][C:17]=3[Cl:23])[N:13]=[C:12]2[CH2:24][C:25]2[CH:30]=[CH:29][C:28]([C:38]3[CH:39]=[CH:40][C:35]([C:34]([F:45])([F:44])[F:33])=[CH:36][CH:37]=3)=[CH:27][CH:26]=2)=[CH:6][CH:5]=1. The yield is 0.340.